Dataset: Forward reaction prediction with 1.9M reactions from USPTO patents (1976-2016). Task: Predict the product of the given reaction. Given the reactants [NH2:1][C:2]1[CH:3]=[N:4][N:5]([CH:7]([C:15]2[CH:20]=[CH:19][CH:18]=[CH:17][CH:16]=2)[CH2:8][N:9]2[CH2:13][CH2:12][CH2:11][C:10]2=[O:14])[CH:6]=1.[OH:21]C(C1C=CC=CC=1)CN1CCOCC1=O, predict the reaction product. The product is: [NH2:1][C:2]1[CH:3]=[N:4][N:5]([CH:7]([C:15]2[CH:20]=[CH:19][CH:18]=[CH:17][CH:16]=2)[CH2:8][N:9]2[CH2:13][CH2:12][O:21][CH2:11][C:10]2=[O:14])[CH:6]=1.